This data is from Full USPTO retrosynthesis dataset with 1.9M reactions from patents (1976-2016). The task is: Predict the reactants needed to synthesize the given product. (1) Given the product [CH3:1][O:2][C:3]([C@@H:5]1[CH2:18][C@H:17]([O:19][C:31](=[NH:32])[C:30]([Cl:34])([Cl:33])[Cl:29])[C:16](=[O:20])[C@H:15]2[C@@:6]1([CH3:28])[CH2:7][CH2:8][C@@H:9]1[C@:14]2([CH3:21])[CH2:13][C@@H:12]([C:22]2[CH:26]=[CH:25][O:24][CH:23]=2)[O:11][C:10]1=[O:27])=[O:4], predict the reactants needed to synthesize it. The reactants are: [CH3:1][O:2][C:3]([C@@H:5]1[CH2:18][C@H:17]([OH:19])[C:16](=[O:20])[C@H:15]2[C@@:6]1([CH3:28])[CH2:7][CH2:8][C@H:9]1[C@:14]2([CH3:21])[CH2:13][C@@H:12]([C:22]2[CH:26]=[CH:25][O:24][CH:23]=2)[O:11][C:10]1=[O:27])=[O:4].[Cl:29][C:30]([Cl:34])([Cl:33])[C:31]#[N:32]. (2) Given the product [C:2]1([C:1]([C:9]2[CH:10]=[CH:11][C:12]([C:13]([O:15][CH3:22])=[O:14])=[CH:16][CH:17]=2)=[O:8])[CH:3]=[CH:4][CH:5]=[CH:6][CH:7]=1, predict the reactants needed to synthesize it. The reactants are: [C:1]([C:9]1[CH:17]=[CH:16][C:12]([C:13]([OH:15])=[O:14])=[CH:11][CH:10]=1)(=[O:8])[C:2]1[CH:7]=[CH:6][CH:5]=[CH:4][CH:3]=1.S(Cl)(Cl)=O.[CH3:22]O. (3) Given the product [NH2:16][C:17]1[C:22]2[CH:23]=[C:24]([CH2:26][CH:27]([NH:37][S:12]([N:4]3[CH2:5][C:6]4[CH:11]=[CH:10][CH:9]=[CH:8][C:7]=4[O:1][CH2:2][CH2:3]3)(=[O:14])=[O:13])[C:28]([N:30]3[CH2:31][CH2:32][CH:33]([CH3:36])[CH2:34][CH2:35]3)=[O:29])[S:25][C:21]=2[CH:20]=[CH:19][N:18]=1, predict the reactants needed to synthesize it. The reactants are: [O:1]1[C:7]2[CH:8]=[CH:9][CH:10]=[CH:11][C:6]=2[CH2:5][N:4]([S:12](Cl)(=[O:14])=[O:13])[CH2:3][CH2:2]1.[NH2:16][C:17]1[C:22]2[CH:23]=[C:24]([CH2:26][CH:27]([NH:37]S(C3C=CC(OC4CCOCC4)=CC=3)(=O)=O)[C:28]([N:30]3[CH2:35][CH2:34][CH:33]([CH3:36])[CH2:32][CH2:31]3)=[O:29])[S:25][C:21]=2[CH:20]=[CH:19][N:18]=1. (4) Given the product [CH3:19][S:20]([NH:23][CH2:24][C:25]1[CH:26]=[CH:27][CH:28]=[C:29]([C:9]2[S:10][C:5]3[C:4]([N:13]4[CH2:18][CH2:17][O:16][CH2:15][CH2:14]4)=[N:3][C:2]([C:39]4[CH:38]=[C:37]5[CH:36]=[CH:35][NH:34][C:42]5=[N:41][CH:40]=4)=[N:7][C:6]=3[C:8]=2[CH3:12])[CH:30]=1)(=[O:22])=[O:21], predict the reactants needed to synthesize it. The reactants are: Cl[C:2]1[N:3]=[C:4]([N:13]2[CH2:18][CH2:17][O:16][CH2:15][CH2:14]2)[C:5]2[S:10][C:9](I)=[C:8]([CH3:12])[C:6]=2[N:7]=1.[CH3:19][S:20]([NH:23][CH2:24][C:25]1[CH:26]=[C:27](B(O)O)[CH:28]=[CH:29][CH:30]=1)(=[O:22])=[O:21].[NH:34]1[C:42]2[C:37](=[CH:38][C:39](B3OC(C)(C)C(C)(C)O3)=[CH:40][N:41]=2)[CH:36]=[CH:35]1.